This data is from Full USPTO retrosynthesis dataset with 1.9M reactions from patents (1976-2016). The task is: Predict the reactants needed to synthesize the given product. (1) Given the product [CH:12]1[C:13]2[C:8](=[C:7]([C:14]3[CH:15]=[CH:16][N:17]([CH2:29][CH2:30][NH2:31])[N:18]=3)[CH:6]=[CH:5][CH:4]=2)[CH:9]=[CH:10][N:11]=1, predict the reactants needed to synthesize it. The reactants are: [N+]([C:4]1[CH:5]=[CH:6][C:7]([C:14]2[NH:18][N:17]=[CH:16][CH:15]=2)=[C:8]2[C:13]=1[CH:12]=[N:11][CH:10]=[CH:9]2)([O-])=O.CN(C=O)C.CS(O[CH2:29][CH2:30][NH:31]C(OC(C)(C)C)=O)(=O)=O.Cl.CCO. (2) Given the product [F:1][C:2]1[C:3]([O:10][CH3:11])=[CH:4][CH:5]=[C:6]([O:8][CH3:9])[C:7]=1[CH:25]=[O:26], predict the reactants needed to synthesize it. The reactants are: [F:1][C:2]1[CH:7]=[C:6]([O:8][CH3:9])[CH:5]=[CH:4][C:3]=1[O:10][CH3:11].[Li]CCCC.CCCCCC.CN(C)[CH:25]=[O:26]. (3) Given the product [CH3:59][O:60][C:61]([C:63]1[C:75]2[C:74]3[C:69](=[CH:70][CH:71]=[CH:72][CH:73]=3)[N:68]([C:2]3[CH:9]=[CH:8][C:5]([C:6]#[N:7])=[C:4]([F:10])[CH:3]=3)[C:67]=2[CH:66]=[CH:65][CH:64]=1)=[O:62], predict the reactants needed to synthesize it. The reactants are: Br[C:2]1[CH:9]=[CH:8][C:5]([C:6]#[N:7])=[C:4]([F:10])[CH:3]=1.C(=O)([O-])[O-].[Cs+].[Cs+].CC1(C)C2C=CC=C(P(C3C=CC=CC=3)C3C=CC=CC=3)C=2OC2C1=CC=CC=2P(C1C=CC=CC=1)C1C=CC=CC=1.[CH3:59][O:60][C:61]([C:63]1[C:75]2[C:74]3[C:69](=[CH:70][CH:71]=[CH:72][CH:73]=3)[NH:68][C:67]=2[CH:66]=[CH:65][CH:64]=1)=[O:62]. (4) The reactants are: [CH2:1]([NH:3][C:4](=[O:24])[NH:5][C:6]1[N:23]=[C:9]2[CH:10]=[C:11]([C:17]3[CH:18]=[N:19][CH:20]=[CH:21][CH:22]=3)[CH:12]=[C:13]([C:14](=[S:16])[NH2:15])[N:8]2[N:7]=1)[CH3:2].Br[CH2:26][C:27](=O)[CH2:28][CH3:29]. Given the product [CH2:1]([NH:3][C:4]([NH:5][C:6]1[N:23]=[C:9]2[CH:10]=[C:11]([C:17]3[CH:18]=[N:19][CH:20]=[CH:21][CH:22]=3)[CH:12]=[C:13]([C:14]3[S:16][CH:26]=[C:27]([CH2:28][CH3:29])[N:15]=3)[N:8]2[N:7]=1)=[O:24])[CH3:2], predict the reactants needed to synthesize it. (5) Given the product [CH2:5]([N:12]1[CH2:17][CH2:16][C:15](=[CH:5][CH2:6][CH2:7][CH3:8])[CH2:14][CH2:13]1)[C:6]1[CH:11]=[CH:10][CH:9]=[CH:8][CH:7]=1, predict the reactants needed to synthesize it. The reactants are: [H-].[Na+].[H][H].[CH2:5]([N:12]1[CH2:17][CH2:16][C:15](=O)[CH2:14][CH2:13]1)[C:6]1[CH:11]=[CH:10][CH:9]=[CH:8][CH:7]=1.O. (6) Given the product [CH3:14][C:12]1[C:11]([C:15]([F:17])([F:18])[F:16])=[CH:10][C:9]2[NH:19][C:20](=[O:41])[CH2:21][C:22]([C:23]3[CH:28]=[CH:27][CH:26]=[C:25]([C:29]4[CH:34]=[CH:33][N:32]=[C:31]([N:35]5[CH2:36][CH2:37][CH2:38][CH2:39]5)[CH:30]=4)[CH:24]=3)=[N:7][C:8]=2[CH:13]=1, predict the reactants needed to synthesize it. The reactants are: C(OC(=O)[NH:7][C:8]1[CH:13]=[C:12]([CH3:14])[C:11]([C:15]([F:18])([F:17])[F:16])=[CH:10][C:9]=1[NH:19][C:20](=[O:41])[CH2:21][C:22](=O)[C:23]1[CH:28]=[CH:27][CH:26]=[C:25]([C:29]2[CH:34]=[CH:33][N:32]=[C:31]([N:35]3[CH2:39][CH2:38][CH2:37][CH2:36]3)[CH:30]=2)[CH:24]=1)(C)(C)C.C(O)(C(F)(F)F)=O. (7) Given the product [Cl:31][C:28]1[CH:29]=[CH:30][C:25]([CH2:24][CH2:23][N:3]2[C:4]3=[N:9][C:8]([N:10]4[CH2:11][CH2:12][O:13][CH2:14][CH2:15]4)=[CH:7][C:6](=[O:16])[N:5]3[CH2:17][C@@:2]2([CH3:1])[C:18]([F:21])([F:19])[F:20])=[CH:26][CH:27]=1, predict the reactants needed to synthesize it. The reactants are: [CH3:1][C@@:2]1([C:18]([F:21])([F:20])[F:19])[CH2:17][N:5]2[C:6](=[O:16])[CH:7]=[C:8]([N:10]3[CH2:15][CH2:14][O:13][CH2:12][CH2:11]3)[N:9]=[C:4]2[NH:3]1.Br[CH2:23][CH2:24][C:25]1[CH:30]=[CH:29][C:28]([Cl:31])=[CH:27][CH:26]=1.C(=O)([O-])[O-].[Cs+].[Cs+]. (8) Given the product [F:23][C:24]1[CH:25]=[C:26]2[C:30](=[CH:31][CH:32]=1)[NH:29][C:28]([CH:15]([C:16]1[CH:21]=[CH:20][CH:19]=[CH:18][CH:17]=1)[C:4]1[C:5](=[O:6])[C:2]([CH3:1])([C:8]3[CH:13]=[CH:12][C:11]([CH3:14])=[CH:10][CH:9]=3)[C:3]=1[OH:7])=[C:27]2[CH3:33], predict the reactants needed to synthesize it. The reactants are: [CH3:1][C:2]1([C:8]2[CH:13]=[CH:12][C:11]([CH3:14])=[CH:10][CH:9]=2)[C:5](=[O:6])[CH2:4][C:3]1=[O:7].[CH:15](=O)[C:16]1[CH:21]=[CH:20][CH:19]=[CH:18][CH:17]=1.[F:23][C:24]1[CH:25]=[C:26]2[C:30](=[CH:31][CH:32]=1)[NH:29][CH:28]=[C:27]2[CH3:33].